Dataset: Full USPTO retrosynthesis dataset with 1.9M reactions from patents (1976-2016). Task: Predict the reactants needed to synthesize the given product. (1) Given the product [CH:16]1([C:22]2[CH:23]=[CH:24][C:25]([NH:26][CH:2]3[C:11]4[C:6](=[CH:7][C:8]([C:12]([O:14][CH3:15])=[O:13])=[CH:9][CH:10]=4)[O:5][CH2:4][CH2:3]3)=[CH:27][CH:28]=2)[CH2:17][CH2:18][CH2:19][CH2:20][CH2:21]1, predict the reactants needed to synthesize it. The reactants are: O=[C:2]1[C:11]2[C:6](=[CH:7][C:8]([C:12]([O:14][CH3:15])=[O:13])=[CH:9][CH:10]=2)[O:5][CH2:4][CH2:3]1.[CH:16]1([C:22]2[CH:28]=[CH:27][C:25]([NH2:26])=[CH:24][CH:23]=2)[CH2:21][CH2:20][CH2:19][CH2:18][CH2:17]1.[B][B][B][B][B][B][B][B][B][B]. (2) The reactants are: [NH2:1][C:2]1[C:7]2=[C:8]([C:14]3[CH:15]=[CH:16][C:17]4[C:21]([CH:22]=3)=[N:20][N:19]([CH2:23][C:24]3[CH:29]=[CH:28][CH:27]=[CH:26][CH:25]=3)[CH:18]=4)[CH:9]=[C:10]([CH2:11][CH2:12]O)[N:6]2[N:5]=[CH:4][N:3]=1.C(Br)(Br)(Br)[Br:31].C1(P(C2C=CC=CC=2)C2C=CC=CC=2)C=CC=CC=1.CCOC(C)=O. Given the product [CH2:23]([N:19]1[CH:18]=[C:17]2[C:21]([CH:22]=[C:14]([C:8]3[CH:9]=[C:10]([CH2:11][CH2:12][Br:31])[N:6]4[C:7]=3[C:2]([NH2:1])=[N:3][CH:4]=[N:5]4)[CH:15]=[CH:16]2)=[N:20]1)[C:24]1[CH:29]=[CH:28][CH:27]=[CH:26][CH:25]=1, predict the reactants needed to synthesize it. (3) The reactants are: [Cl:1][C:2]1[C:24]([O:25][CH3:26])=[CH:23][CH:22]=[CH:21][C:3]=1[O:4][C:5]1[CH2:9][N:8]([C@@H:10]([CH2:14][CH:15]2[CH2:19][CH2:18][CH2:17][CH2:16]2)[C:11]([OH:13])=O)[C:7](=[O:20])[CH:6]=1.CN(C)CCCN=C=NCC.ON1C2C=CC=CC=2N=N1.[NH2:48][C:49]1[CH:53]=[CH:52][N:51]([CH2:54][C:55]([CH3:58])([OH:57])[CH3:56])[N:50]=1. Given the product [Cl:1][C:2]1[C:24]([O:25][CH3:26])=[CH:23][CH:22]=[CH:21][C:3]=1[O:4][C:5]1[CH2:9][N:8]([C@@H:10]([CH2:14][CH:15]2[CH2:19][CH2:18][CH2:17][CH2:16]2)[C:11]([NH:48][C:49]2[CH:53]=[CH:52][N:51]([CH2:54][C:55]([OH:57])([CH3:56])[CH3:58])[N:50]=2)=[O:13])[C:7](=[O:20])[CH:6]=1, predict the reactants needed to synthesize it. (4) Given the product [CH2:22]([O:21][C:19](=[O:20])[NH:1][C:2]1[CH:11]=[CH:10][C:9]2[C:8](=[O:12])[CH2:7][CH2:6][CH2:5][C:4]=2[CH:3]=1)[C:23]1[CH:28]=[CH:27][CH:26]=[CH:25][CH:24]=1, predict the reactants needed to synthesize it. The reactants are: [NH2:1][C:2]1[CH:3]=[C:4]2[C:9](=[CH:10][CH:11]=1)[C:8](=[O:12])[CH2:7][CH2:6][CH2:5]2.C([O-])(O)=O.[Na+].Cl[C:19]([O:21][CH2:22][C:23]1[CH:28]=[CH:27][CH:26]=[CH:25][CH:24]=1)=[O:20]. (5) Given the product [CH3:15][N:16]1[CH2:21][CH2:20][N:19]([S:11]([C:8]2[CH:9]=[CH:10][C:5]([NH:4][C:1](=[O:3])[CH3:2])=[CH:6][CH:7]=2)(=[O:13])=[O:12])[CH2:18][CH2:17]1, predict the reactants needed to synthesize it. The reactants are: [C:1]([NH:4][C:5]1[CH:10]=[CH:9][C:8]([S:11](Cl)(=[O:13])=[O:12])=[CH:7][CH:6]=1)(=[O:3])[CH3:2].[CH3:15][N:16]1[CH2:21][CH2:20][NH:19][CH2:18][CH2:17]1.C(N(CC)CC)C.O. (6) Given the product [CH3:35][C:34]1[CH:3]=[CH:2][C:1]([S:7]([NH:10][C@H:32]([C:30]([NH:16][CH2:15][CH2:14][CH2:13][CH2:12][C@H:11]([N:10]([S:7]([C:1]2[CH:2]=[CH:3][CH:4]=[CH:5][CH:6]=2)(=[O:9])=[O:8])[CH2:20][CH:21]([CH3:23])[CH3:22])[C:17]([OH:19])=[O:18])=[O:31])[CH2:37][C:33]2[CH:6]=[CH:5][CH:4]=[CH:35][CH:34]=2)(=[O:26])=[O:24])=[CH:37][CH:33]=1, predict the reactants needed to synthesize it. The reactants are: [C:1]1([S:7]([N:10]([CH2:20][CH:21]([CH3:23])[CH3:22])[C@H:11]([C:17]([OH:19])=[O:18])[CH2:12][CH2:13][CH2:14][CH2:15][NH2:16])(=[O:9])=[O:8])[CH:6]=[CH:5][CH:4]=[CH:3][CH:2]=1.[OH-:24].[Na+].[OH2:26].CCO[C:30]([CH3:32])=[O:31].[CH2:33]1[CH2:37]O[CH2:35][CH2:34]1. (7) Given the product [OH:2][CH2:3][C:5]1[CH:14]=[CH:13][C:12]2[C:7](=[C:8]([C:15]3[C:24]4[C:19](=[CH:20][CH:21]=[CH:22][CH:23]=4)[CH:18]=[CH:17][CH:16]=3)[CH:9]=[CH:10][CH:11]=2)[N:6]=1, predict the reactants needed to synthesize it. The reactants are: C[O:2][C:3]([C:5]1[CH:14]=[CH:13][C:12]2[C:7](=[C:8]([C:15]3[C:24]4[C:19](=[CH:20][CH:21]=[CH:22][CH:23]=4)[CH:18]=[CH:17][CH:16]=3)[CH:9]=[CH:10][CH:11]=2)[N:6]=1)=O.[BH4-].[Na+].O.